From a dataset of Reaction yield outcomes from USPTO patents with 853,638 reactions. Predict the reaction yield, written as a fraction of the theoretical maximum amount of product (1.0 means a 100% yield; for example, 0.34 means a 34% yield). (1) The reactants are [F:1][C:2]1[C:3](OC)=[C:4]([C:7](F)=[CH:8][CH:9]=1)[C:5]#[N:6].[OH2:13].[NH2:14][NH2:15].[CH2:16](O)C. No catalyst specified. The product is [F:1][C:2]1[C:3]([O:13][CH3:16])=[C:4]2[C:7](=[CH:8][CH:9]=1)[NH:15][N:14]=[C:5]2[NH2:6]. The yield is 0.250. (2) The reactants are Cl[C:2]1[C:3]([C:19]2[CH:24]=[CH:23][N:22]=[CH:21][CH:20]=2)=[C:4]([C:12]2[CH:17]=[CH:16][C:15]([Cl:18])=[CH:14][CH:13]=2)[C:5]2[N:6]([C:8](=[O:11])[NH:9][N:10]=2)[N:7]=1.C[Si]([O:29][Si](C)(C)C)(C)C.[K].[Si](O[K])(C)(C)C. The catalyst is C1COCC1. The product is [Cl:18][C:15]1[CH:16]=[CH:17][C:12]([C:4]2[C:5]3[N:6]([C:8](=[O:11])[NH:9][N:10]=3)[NH:7][C:2](=[O:29])[C:3]=2[C:19]2[CH:24]=[CH:23][N:22]=[CH:21][CH:20]=2)=[CH:13][CH:14]=1. The yield is 0.320. (3) The reactants are [CH3:1][O:2][C:3]1[CH:8]=[CH:7][CH:6]=[CH:5][C:4]=1[O:9][CH3:10].[C:11]([O:14][CH:15](OC(=O)C)[C:16]([CH3:18])=[CH2:17])(=[O:13])[CH3:12]. No catalyst specified. The product is [C:11]([O:14][CH:15]=[C:16]([CH3:18])[CH2:17][C:6]1[CH:7]=[CH:8][C:3]([O:2][CH3:1])=[C:4]([O:9][CH3:10])[CH:5]=1)(=[O:13])[CH3:12]. The yield is 0.944. (4) The reactants are [F:1][C:2]1[CH:7]=[CH:6][C:5]([CH2:8][NH:9][C:10]([C:12]2[CH:17]=[CH:16][CH:15]=[C:14]([C:18]3[C:26]4[C:21](=[CH:22][CH:23]=[C:24]([C:27]5[N:31]=[CH:30][N:29](C(C6C=CC=CC=6)(C6C=CC=CC=6)C6C=CC=CC=6)[N:28]=5)[CH:25]=4)[N:20](C4CCCCO4)[N:19]=3)[CH:13]=2)=[O:11])=[CH:4][CH:3]=1.Cl.C(=O)(O)[O-].[Na+]. The catalyst is O1CCOCC1. The product is [NH:28]1[C:27]([C:24]2[CH:25]=[C:26]3[C:21](=[CH:22][CH:23]=2)[NH:20][N:19]=[C:18]3[C:14]2[CH:13]=[C:12]([C:10]([NH:9][CH2:8][C:5]3[CH:4]=[CH:3][C:2]([F:1])=[CH:7][CH:6]=3)=[O:11])[CH:17]=[CH:16][CH:15]=2)=[N:31][CH:30]=[N:29]1. The yield is 0.310. (5) The product is [NH2:10][C:9]1[C:8]2[C:7](=[N:14][C:13]([CH3:15])=[CH:12][C:11]=2[CH3:16])[S:6][C:2]=1[C:3]([NH2:5])=[O:4]. The catalyst is CO. The yield is 0.800. The reactants are Br[CH2:2][C:3]([NH2:5])=[O:4].[SH:6][C:7]1[N:14]=[C:13]([CH3:15])[CH:12]=[C:11]([CH3:16])[C:8]=1[C:9]#[N:10].C[O-].[Na+]. (6) The reactants are [C:1]([C:3]1[CH:11]=[C:7]([C:8]([OH:10])=O)[C:6]([OH:12])=[CH:5][CH:4]=1)#[N:2].[F:13][C:14]([F:27])([F:26])[C:15]1[CH:16]=[C:17]([CH:19]=[C:20]([C:22]([F:25])([F:24])[F:23])[CH:21]=1)[NH2:18]. The yield is 0.166. No catalyst specified. The product is [F:13][C:14]([F:26])([F:27])[C:15]1[CH:16]=[C:17]([NH:18][C:8](=[O:10])[C:7]2[CH:11]=[C:3]([C:1]#[N:2])[CH:4]=[CH:5][C:6]=2[OH:12])[CH:19]=[C:20]([C:22]([F:23])([F:25])[F:24])[CH:21]=1. (7) The reactants are Cl[C:2]1[N:7]=[C:6]([C:8]2[CH:9]=[N:10][N:11]3[CH:16]=[CH:15][C:14]([C:17]#[N:18])=[CH:13][C:12]=23)[CH:5]=[CH:4][CH:3]=1.[CH3:19][C:20]([CH3:24])([CH3:23])[CH2:21][NH2:22].C(=O)([O-])[O-].[Cs+].[Cs+].C1(C2C3C(=CC=CC=3)C=CC=2P(C2C=CC=CC=2)C2C=CC=CC=2)C2C(=CC=CC=2)C=CC=1P(C1C=CC=CC=1)C1C=CC=CC=1. The catalyst is C([O-])(=O)C.[Pd+2].C([O-])(=O)C.C(OCC)(=O)C.C1(C)C=CC=CC=1. The product is [CH3:19][C:20]([CH3:24])([CH3:23])[CH2:21][NH:22][C:2]1[N:7]=[C:6]([C:8]2[CH:9]=[N:10][N:11]3[CH:16]=[CH:15][C:14]([C:17]#[N:18])=[CH:13][C:12]=23)[CH:5]=[CH:4][CH:3]=1. The yield is 0.340. (8) The reactants are [CH2:1]([O:8][C:9]1[C:10]([C:16]2[NH:25][C:19]3=[CH:20][N:21]=[CH:22][C:23]([F:24])=[C:18]3[CH:17]=2)=[N:11][C:12](Cl)=[CH:13][CH:14]=1)[C:2]1[CH:7]=[CH:6][CH:5]=[CH:4][CH:3]=1.[F:26][C:27]1[CH:32]=[CH:31][C:30]([C:33]2[O:34][C:35]3[CH:45]=[C:44]([N:46]([CH3:51])[S:47]([CH3:50])(=[O:49])=[O:48])[C:43](B4OC(C)(C)C(C)(C)O4)=[CH:42][C:36]=3[C:37]=2[C:38]([NH:40][CH3:41])=[O:39])=[CH:29][CH:28]=1.[O-]P([O-])([O-])=O.[K+].[K+].[K+]. The catalyst is O1CCOCC1.C1C=CC(/C=C/C(/C=C/C2C=CC=CC=2)=O)=CC=1.C1C=CC(/C=C/C(/C=C/C2C=CC=CC=2)=O)=CC=1.C1C=CC(/C=C/C(/C=C/C2C=CC=CC=2)=O)=CC=1.[Pd].[Pd].CC(C1C=C(C(C)C)C(C2C=CC=CC=2P(C2CCCCC2)C2CCCCC2)=C(C(C)C)C=1)C. The product is [CH2:1]([O:8][C:9]1[CH:14]=[CH:13][C:12]([C:43]2[C:44]([N:46]([CH3:51])[S:47]([CH3:50])(=[O:49])=[O:48])=[CH:45][C:35]3[O:34][C:33]([C:30]4[CH:31]=[CH:32][C:27]([F:26])=[CH:28][CH:29]=4)=[C:37]([C:38]([NH:40][CH3:41])=[O:39])[C:36]=3[CH:42]=2)=[N:11][C:10]=1[C:16]1[NH:25][C:19]2=[CH:20][N:21]=[CH:22][C:23]([F:24])=[C:18]2[CH:17]=1)[C:2]1[CH:7]=[CH:6][CH:5]=[CH:4][CH:3]=1. The yield is 0.310. (9) The reactants are [NH2:1][C:2]1[N:7]=[CH:6][N:5]=[C:4]2[N:8]([CH2:25][C@H:26]3[CH2:30][CH2:29][CH2:28][N:27]3C(OC(C)(C)C)=O)[N:9]=[C:10]([C:11]3[CH:16]=[CH:15][C:14]([O:17][C:18]4[CH:23]=[CH:22][CH:21]=[CH:20][C:19]=4[F:24])=[CH:13][CH:12]=3)[C:3]=12.FC(F)(F)C(O)=O. The catalyst is ClCCl. The product is [F:24][C:19]1[CH:20]=[CH:21][CH:22]=[CH:23][C:18]=1[O:17][C:14]1[CH:13]=[CH:12][C:11]([C:10]2[C:3]3[C:4](=[N:5][CH:6]=[N:7][C:2]=3[NH2:1])[N:8]([CH2:25][C@H:26]3[CH2:30][CH2:29][CH2:28][NH:27]3)[N:9]=2)=[CH:16][CH:15]=1. The yield is 0.620. (10) The reactants are [CH3:1][O:2][C:3]1[CH:10]=[CH:9][CH:8]=[CH:7][C:4]=1[CH:5]=O.[NH2:11][C:12]1[N:13]=[N:14][C:15]([CH3:18])=[CH:16][CH:17]=1.C([O:21][C:22](=O)[C:23]([OH:34])=[CH:24][C:25](=[O:33])[C:26]1[CH:31]=[CH:30][C:29]([CH3:32])=[CH:28][CH:27]=1)C. No catalyst specified. The product is [OH:34][C:23]1[C:22](=[O:21])[N:11]([C:12]2[N:13]=[N:14][C:15]([CH3:18])=[CH:16][CH:17]=2)[CH:5]([C:4]2[CH:7]=[CH:8][CH:9]=[CH:10][C:3]=2[O:2][CH3:1])[C:24]=1[C:25](=[O:33])[C:26]1[CH:31]=[CH:30][C:29]([CH3:32])=[CH:28][CH:27]=1. The yield is 0.150.